Predict which catalyst facilitates the given reaction. From a dataset of Catalyst prediction with 721,799 reactions and 888 catalyst types from USPTO. (1) Reactant: Cl.[O:2]([C:9]1[CH:16]=[CH:15][C:12]([CH2:13][NH2:14])=[CH:11][CH:10]=1)[C:3]1[CH:8]=[CH:7][CH:6]=[CH:5][CH:4]=1.[CH3:17][O:18][C:19]1[CH:20]=[C:21]([CH2:29][CH2:30][C:31](O)=[O:32])[CH:22]=[CH:23][C:24]=1[O:25][CH2:26][C:27]#[CH:28].CCN=C=NCCCN(C)C.N1C=CC=CC=1. Product: [O:2]([C:9]1[CH:10]=[CH:11][C:12]([CH2:13][NH:14][C:31](=[O:32])[CH2:30][CH2:29][C:21]2[CH:22]=[CH:23][C:24]([O:25][CH2:26][C:27]#[CH:28])=[C:19]([O:18][CH3:17])[CH:20]=2)=[CH:15][CH:16]=1)[C:3]1[CH:4]=[CH:5][CH:6]=[CH:7][CH:8]=1. The catalyst class is: 6. (2) Reactant: [N+:1]([C:4]1[CH:14]=[CH:13][C:12]2[CH:11]3[CH2:15]CN([CH2:8][CH2:9][CH2:10]3)[C:6]=2[CH:5]=1)([O-:3])=[O:2].[N:17]1C=CC=C[CH:18]=1.[F:30][C:29]([F:32])([F:31])[C:28](O[C:28](=[O:33])[C:29]([F:32])([F:31])[F:30])=[O:33].Cl. Product: [F:32][C:29]([F:30])([F:31])[C:28]([N:17]1[CH2:18][CH:8]2[CH2:9][CH2:10][CH:11]([C:12]3[C:6]2=[CH:5][C:4]([N+:1]([O-:3])=[O:2])=[CH:14][CH:13]=3)[CH2:15]1)=[O:33]. The catalyst class is: 4. (3) Reactant: [Cl:1][C:2]1[CH:3]=[C:4]2[C:8](=[CH:9][CH:10]=1)[C:7](=[O:11])[CH2:6][CH2:5]2.[BrH:12].BrBr. Product: [Br:12][CH:6]1[CH2:5][C:4]2[C:8](=[CH:9][CH:10]=[C:2]([Cl:1])[CH:3]=2)[C:7]1=[O:11]. The catalyst class is: 86. (4) Reactant: Cl[C:2]1[C:3]2[C:10]([CH3:11])=[C:9]([Cl:12])[S:8][C:4]=2[N:5]=[CH:6][N:7]=1.[NH2:13][C:14]1[CH:19]=[CH:18][C:17]([F:20])=[CH:16][C:15]=1[OH:21].C1(C)C=CC(S(O)(=O)=O)=CC=1. Product: [Cl:12][C:9]1[S:8][C:4]2[N:5]=[CH:6][N:7]=[C:2]([NH:13][C:14]3[CH:19]=[CH:18][C:17]([F:20])=[CH:16][C:15]=3[OH:21])[C:3]=2[C:10]=1[CH3:11]. The catalyst class is: 12. (5) Reactant: [CH3:1][O:2][C:3]1[CH:8]=[C:7]([O:9][CH3:10])[N:6]=[C:5]([N:11]2[C:20](=[O:21])[C:19]3[C:14](=[CH:15][C:16]([C:22](O)=[O:23])=[CH:17][CH:18]=3)[NH:13][C:12]2=[S:25])[N:4]=1.[CH3:26][NH:27][S:28]([C:31]1[CH:38]=[CH:37][C:34]([CH2:35][NH2:36])=[CH:33][CH:32]=1)(=[O:30])=[O:29].CCN(C(C)C)C(C)C.CN(C(ON1N=NC2C=CC=NC1=2)=[N+](C)C)C.F[P-](F)(F)(F)(F)F. Product: [CH3:10][O:9][C:7]1[CH:8]=[C:3]([O:2][CH3:1])[N:4]=[C:5]([N:11]2[C:20](=[O:21])[C:19]3[C:14](=[CH:15][C:16]([C:22]([NH:36][CH2:35][C:34]4[CH:33]=[CH:32][C:31]([S:28]([NH:27][CH3:26])(=[O:30])=[O:29])=[CH:38][CH:37]=4)=[O:23])=[CH:17][CH:18]=3)[NH:13][C:12]2=[S:25])[N:6]=1. The catalyst class is: 3. (6) Reactant: C([N:8]1[CH2:13][CH2:12][N:11]([CH3:14])[C@@H:10]([CH2:15][CH2:16][S:17][CH3:18])[CH2:9]1)C1C=CC=CC=1.Cl[C:20](OC(Cl)C)=[O:21]. Product: [NH3:8].[CH3:20][OH:21].[CH3:14][N:11]1[CH2:12][CH2:13][NH:8][CH2:9][C@@H:10]1[CH2:15][CH2:16][S:17][CH3:18]. The catalyst class is: 26. (7) Reactant: [CH2:1]([O:3][C:4](=[O:16])[C:5]1[CH:10]=[C:9]([F:11])[CH:8]=[C:7](F)[C:6]=1[N+:13]([O-:15])=[O:14])[CH3:2].C(=O)([O-])[O-].[NH4+:21].[NH4+].O. Product: [CH2:1]([O:3][C:4](=[O:16])[C:5]1[CH:10]=[C:9]([F:11])[CH:8]=[C:7]([NH2:21])[C:6]=1[N+:13]([O-:15])=[O:14])[CH3:2]. The catalyst class is: 3.